From a dataset of Full USPTO retrosynthesis dataset with 1.9M reactions from patents (1976-2016). Predict the reactants needed to synthesize the given product. (1) The reactants are: [OH:1][C:2]1[CH:11]=[C:10]([OH:12])[CH:9]=[C:8]2[C:3]=1[C:4](=[O:15])[CH2:5][C:6]([CH3:14])([CH3:13])[O:7]2.C(=O)([O-])[O-].[K+].[K+].[CH2:22](Br)[CH:23]=[CH2:24]. Given the product [CH2:24]([O:12][C:10]1[CH:9]=[C:8]2[C:3]([C:4](=[O:15])[CH2:5][C:6]([CH3:13])([CH3:14])[O:7]2)=[C:2]([OH:1])[CH:11]=1)[CH:23]=[CH2:22], predict the reactants needed to synthesize it. (2) Given the product [CH2:1]([C:3]1[C:8](=[O:9])[N:7]2[N:10]=[CH:11][C:12]([C:13]3[CH:14]=[N:15][N:16]([C:20]4[N:25]=[CH:24][CH:23]=[CH:22][N:21]=4)[CH:17]=3)=[C:6]2[NH:5][C:4]=1[CH3:18])[CH3:2], predict the reactants needed to synthesize it. The reactants are: [CH2:1]([C:3]1[C:8](=[O:9])[N:7]2[N:10]=[CH:11][C:12]([C:13]3[CH:14]=[N:15][NH:16][CH:17]=3)=[C:6]2[NH:5][C:4]=1[CH3:18])[CH3:2].Cl[C:20]1[N:25]=[CH:24][CH:23]=[CH:22][N:21]=1.CN(C)CCN.C([O-])([O-])=O.[Cs+].[Cs+].